Dataset: Reaction yield outcomes from USPTO patents with 853,638 reactions. Task: Predict the reaction yield, written as a fraction of the theoretical maximum amount of product (1.0 means a 100% yield; for example, 0.34 means a 34% yield). The reactants are [OH:1][CH2:2][C:3]1[CH:4]=[C:5]2[N:10]([C:11]=1[C:12]1[CH2:13][CH2:14][N:15]([C:18]([O:20][C:21]([CH3:24])([CH3:23])[CH3:22])=[O:19])[CH2:16][CH:17]=1)[CH:9]=[CH:8][CH:7]=[CH:6]2. The catalyst is O=[Mn]=O. The product is [CH:2]([C:3]1[CH:4]=[C:5]2[N:10]([C:11]=1[C:12]1[CH2:13][CH2:14][N:15]([C:18]([O:20][C:21]([CH3:24])([CH3:23])[CH3:22])=[O:19])[CH2:16][CH:17]=1)[CH:9]=[CH:8][CH:7]=[CH:6]2)=[O:1]. The yield is 0.710.